This data is from Catalyst prediction with 721,799 reactions and 888 catalyst types from USPTO. The task is: Predict which catalyst facilitates the given reaction. Reactant: [N:1]1([C:10]2[CH:11]=[C:12]([OH:16])[CH:13]=[CH:14][CH:15]=2)[C:9]2[C:4](=[CH:5][CH:6]=[CH:7][CH:8]=2)[CH:3]=[N:2]1.[C:17]([C:21]1[CH:26]=[CH:25][N:24]=[C:23]([N:27]2[C:39]3[CH:38]=[C:37](Br)[CH:36]=[CH:35][C:34]=3[C:33]3[C:28]2=[CH:29][CH:30]=[CH:31][CH:32]=3)[CH:22]=1)([CH3:20])([CH3:19])[CH3:18].N1C=CC=CC=1C(O)=O.[O-]P([O-])([O-])=O.[K+].[K+].[K+]. Product: [N:1]1([C:10]2[CH:11]=[C:12]([CH:13]=[CH:14][CH:15]=2)[O:16][C:30]2[CH:31]=[CH:32][C:33]3[C:34]4[C:39](=[CH:38][CH:37]=[CH:36][CH:35]=4)[N:27]([C:23]4[CH:22]=[C:21]([C:17]([CH3:20])([CH3:19])[CH3:18])[CH:26]=[CH:25][N:24]=4)[C:28]=3[CH:29]=2)[C:9]2[C:4](=[CH:5][CH:6]=[CH:7][CH:8]=2)[CH:3]=[N:2]1. The catalyst class is: 205.